Predict the reaction yield, written as a fraction of the theoretical maximum amount of product (1.0 means a 100% yield; for example, 0.34 means a 34% yield). From a dataset of Reaction yield outcomes from USPTO patents with 853,638 reactions. (1) No catalyst specified. The yield is 0.760. The product is [CH3:1][C:2]1[CH:7]=[CH:6][C:5]([C:8]2[CH:9]=[C:10]([C:11]([F:14])([F:13])[F:12])[N:23]3[N:24]=[CH:25][C:26]([C:27]4[CH:28]=[N:29][CH:30]=[CH:31][CH:32]=4)=[C:22]3[N:21]=2)=[CH:4][C:3]=1[C:17]([F:20])([F:19])[F:18]. The reactants are [CH3:1][C:2]1[CH:7]=[CH:6][C:5]([C:8](=O)[CH2:9][C:10](=O)[C:11]([F:14])([F:13])[F:12])=[CH:4][C:3]=1[C:17]([F:20])([F:19])[F:18].[NH2:21][C:22]1[C:26]([C:27]2[CH:28]=[N:29][CH:30]=[CH:31][CH:32]=2)=[CH:25][NH:24][N:23]=1. (2) The reactants are [Cl:1][C:2]1[CH:3]=[C:4]([N:8]2[C:12]([CH2:13][NH:14][C:15](=[O:36])[NH:16][C:17]3[CH:18]=[CH:19][C:20]([CH2:23][N:24]([CH2:32][CH2:33][O:34]C)C(=O)OC(C)(C)C)=[N:21][CH:22]=3)=[CH:11][C:10]([C:37]([F:40])([F:39])[F:38])=[N:9]2)[CH:5]=[CH:6][CH:7]=1.B(Br)(Br)Br. The catalyst is ClCCl. The product is [Cl:1][C:2]1[CH:3]=[C:4]([N:8]2[C:12]([CH2:13][NH:14][C:15]([NH:16][C:17]3[CH:22]=[N:21][C:20]([CH2:23][NH:24][CH2:32][CH2:33][OH:34])=[CH:19][CH:18]=3)=[O:36])=[CH:11][C:10]([C:37]([F:40])([F:38])[F:39])=[N:9]2)[CH:5]=[CH:6][CH:7]=1. The yield is 0.560. (3) The reactants are [C:1]([O:5][C:6](=[O:22])[NH:7][C@H:8]([C:19](=O)[NH2:20])[CH2:9][C:10]1[CH:15]=[CH:14][C:13]([N+:16]([O-:18])=[O:17])=[CH:12][CH:11]=1)([CH3:4])([CH3:3])[CH3:2].COC1C=CC(P2(SP(C3C=CC(OC)=CC=3)(=S)S2)=[S:32])=CC=1. The catalyst is C1COCC1. The product is [C:1]([O:5][C:6](=[O:22])[NH:7][C@H:8]([C:19](=[S:32])[NH2:20])[CH2:9][C:10]1[CH:15]=[CH:14][C:13]([N+:16]([O-:18])=[O:17])=[CH:12][CH:11]=1)([CH3:4])([CH3:3])[CH3:2]. The yield is 0.830. (4) The catalyst is CN(C)C=O. The yield is 0.520. The product is [CH3:1][C:2]1[O:6][C:5]([C:7]2[CH:8]=[CH:9][C:10]([C:11]([NH:53][CH2:52][C:48]3[CH:47]=[N:46][CH:51]=[CH:50][CH:49]=3)=[O:12])=[CH:14][CH:15]=2)=[N:4][C:3]=1[CH2:16][S:17][C:18]1[CH:19]=[CH:20][C:21]([CH3:24])=[CH:22][CH:23]=1. The reactants are [CH3:1][C:2]1[O:6][C:5]([C:7]2[CH:15]=[CH:14][C:10]([C:11](O)=[O:12])=[CH:9][CH:8]=2)=[N:4][C:3]=1[CH2:16][S:17][C:18]1[CH:23]=[CH:22][C:21]([CH3:24])=[CH:20][CH:19]=1.CCN=C=NCCCN(C)C.N1(O)C2C=CC=CC=2N=N1.[N:46]1[CH:51]=[CH:50][CH:49]=[C:48]([CH2:52][NH2:53])[CH:47]=1.C(N(CC)CC)C. (5) The reactants are [Br:1][C:2]1[C:3]([N:20]2[CH2:27][CH:26]3[CH:22]([N:23](C(OC(C)(C)C)=O)[CH2:24][CH2:25]3)[CH2:21]2)=[C:4]2[C:10]([NH:11][C:12](=[O:19])[C:13]3[CH:18]=[CH:17][CH:16]=[N:15][CH:14]=3)=[CH:9][NH:8][C:5]2=[N:6][CH:7]=1.C(O)(C(F)(F)F)=O.[ClH:42]. The catalyst is C(Cl)Cl.CCOCC. The product is [ClH:42].[Br:1][C:2]1[C:3]([N:20]2[CH2:27][CH:26]3[CH:22]([NH:23][CH2:24][CH2:25]3)[CH2:21]2)=[C:4]2[C:10]([NH:11][C:12](=[O:19])[C:13]3[CH:18]=[CH:17][CH:16]=[N:15][CH:14]=3)=[CH:9][NH:8][C:5]2=[N:6][CH:7]=1. The yield is 0.280.